This data is from Full USPTO retrosynthesis dataset with 1.9M reactions from patents (1976-2016). The task is: Predict the reactants needed to synthesize the given product. (1) Given the product [O:1]1[C:5]2[CH:6]=[CH:7][CH:8]=[CH:9][C:4]=2[CH:3]=[C:2]1[C:14]1[CH:15]=[CH:16][C:17]([C:20]([NH2:22])=[O:21])=[N:18][CH:19]=1, predict the reactants needed to synthesize it. The reactants are: [O:1]1[C:5]2[CH:6]=[CH:7][CH:8]=[CH:9][C:4]=2[CH:3]=[C:2]1B(O)O.Br[C:14]1[CH:15]=[CH:16][C:17]([C:20]([NH2:22])=[O:21])=[N:18][CH:19]=1.C([O-])([O-])=O.[K+].[K+]. (2) Given the product [CH2:39]([NH:38][C:37]([NH:36][C:24]1[N:23]=[CH:22][C:21]([C:20]2[C:15]([O:14][CH:11]3[CH2:12][CH2:13][N:8]([C:6]([O:5][C:1]([CH3:4])([CH3:2])[CH3:3])=[O:7])[CH2:9][CH2:10]3)=[N:16][CH:17]=[C:18]([C:42]([NH:47][NH2:48])=[O:43])[CH:19]=2)=[C:26]([C:27]2[S:28][CH:29]=[C:30]([C:32]([F:35])([F:33])[F:34])[N:31]=2)[CH:25]=1)=[O:41])[CH3:40], predict the reactants needed to synthesize it. The reactants are: [C:1]([O:5][C:6]([N:8]1[CH2:13][CH2:12][CH:11]([O:14][C:15]2[C:20]([C:21]3[CH:22]=[N:23][C:24]([NH:36][C:37](=[O:41])[NH:38][CH2:39][CH3:40])=[CH:25][C:26]=3[C:27]3[S:28][CH:29]=[C:30]([C:32]([F:35])([F:34])[F:33])[N:31]=3)=[CH:19][C:18]([C:42](OC)=[O:43])=[CH:17][N:16]=2)[CH2:10][CH2:9]1)=[O:7])([CH3:4])([CH3:3])[CH3:2].O.[NH2:47][NH2:48].